Dataset: Full USPTO retrosynthesis dataset with 1.9M reactions from patents (1976-2016). Task: Predict the reactants needed to synthesize the given product. Given the product [CH2:1]([C:3]1[N:16]([C@@H:17]2[C:25]3[C:20](=[CH:21][C:22]([C:26]4[CH:31]=[CH:30][CH:29]=[CH:28][C:27]=4[C:32]4[NH:36][N:35]=[N:34][N:33]=4)=[CH:23][CH:24]=3)[CH2:19][CH2:18]2)[C:6]2=[N:7][C:8]([CH2:12][CH2:13][O:14][CH3:15])=[CH:9][C:10]([CH3:11])=[C:5]2[N:4]=1)[CH3:2], predict the reactants needed to synthesize it. The reactants are: [CH2:1]([C:3]1[N:16]([C@@H:17]2[C:25]3[C:20](=[CH:21][C:22]([C:26]4[CH:31]=[CH:30][CH:29]=[CH:28][C:27]=4[C:32]4[N:36](C(C5C=CC=CC=5)(C5C=CC=CC=5)C5C=CC=CC=5)[N:35]=[N:34][N:33]=4)=[CH:23][CH:24]=3)[CH2:19][CH2:18]2)[C:6]2=[N:7][C:8]([CH2:12][CH2:13][O:14][CH3:15])=[CH:9][C:10]([CH3:11])=[C:5]2[N:4]=1)[CH3:2].